Task: Predict the product of the given reaction.. Dataset: Forward reaction prediction with 1.9M reactions from USPTO patents (1976-2016) (1) Given the reactants [CH3:1][C:2]1[CH:7]=[CH:6][C:5]([C:8]2[N:12]=[CH:11][O:10][N:9]=2)=[CH:4][CH:3]=1.CC1C=CC(C2[O:21]C=CN=2)=CC=1, predict the reaction product. The product is: [O:10]1[CH:11]=[N:12][C:8]([C:5]2[CH:4]=[CH:3][C:2]([CH:1]=[O:21])=[CH:7][CH:6]=2)=[N:9]1. (2) Given the reactants Cl[C:2]1[N:3]([CH2:18][C:19]2[CH:24]=[CH:23][C:22]([C:25]3[CH:30]=[CH:29][CH:28]=[C:27]([F:31])[N:26]=3)=[CH:21][CH:20]=2)[N:4]=[C:5]2[C:10]=1[C:9](=[O:11])[N:8]([CH3:12])[C:7](=[O:13])[N:6]2[CH2:14][CH:15]([CH3:17])[CH3:16].C(=O)([O-])[O-].[Cs+].[Cs+].[CH:38]1([OH:43])[CH2:42][CH2:41][CH2:40][CH2:39]1, predict the reaction product. The product is: [CH:38]1([O:43][C:2]2[N:3]([CH2:18][C:19]3[CH:24]=[CH:23][C:22]([C:25]4[CH:30]=[CH:29][CH:28]=[C:27]([F:31])[N:26]=4)=[CH:21][CH:20]=3)[N:4]=[C:5]3[C:10]=2[C:9](=[O:11])[N:8]([CH3:12])[C:7](=[O:13])[N:6]3[CH2:14][CH:15]([CH3:17])[CH3:16])[CH2:42][CH2:41][CH2:40][CH2:39]1. (3) Given the reactants [F:1][C:2]1[CH:3]=[C:4]([CH:8]=[C:9]([F:11])[CH:10]=1)[C:5]([NH2:7])=[NH:6].[Cl:12][C:13]1[CH:24]=[C:23]([Cl:25])[CH:22]=[CH:21][C:14]=1[CH:15]=[C:16]([C:19]#[N:20])[C:17]#[N:18], predict the reaction product. The product is: [NH2:20][CH2:19][C:16]1[C:17]([NH2:18])=[N:6][C:5]([C:4]2[CH:3]=[C:2]([F:1])[CH:10]=[C:9]([F:11])[CH:8]=2)=[N:7][C:15]=1[C:14]1[CH:21]=[CH:22][C:23]([Cl:25])=[CH:24][C:13]=1[Cl:12]. (4) Given the reactants Cl[C:2]([O:4][C:5]1[CH:10]=[CH:9][C:8]([N+:11]([O-:13])=[O:12])=[CH:7][CH:6]=1)=[O:3].[F:14][C:15]1[CH:20]=[CH:19][C:18]([F:21])=[CH:17][C:16]=1[C:22]1[CH2:26][N:25]([C:27]([C@@H:29]([NH2:34])[C:30]([CH3:33])([CH3:32])[CH3:31])=[O:28])[C@H:24]([C:35]2[CH:40]=[CH:39][CH:38]=[CH:37][CH:36]=2)[CH:23]=1.C(N(CC)CC)C, predict the reaction product. The product is: [F:14][C:15]1[CH:20]=[CH:19][C:18]([F:21])=[CH:17][C:16]=1[C:22]1[CH2:26][N:25]([C:27]([C@@H:29]([NH:34][C:2](=[O:3])[O:4][C:5]2[CH:10]=[CH:9][C:8]([N+:11]([O-:13])=[O:12])=[CH:7][CH:6]=2)[C:30]([CH3:33])([CH3:32])[CH3:31])=[O:28])[C@H:24]([C:35]2[CH:36]=[CH:37][CH:38]=[CH:39][CH:40]=2)[CH:23]=1. (5) Given the reactants [N:1]1([C:7]2[CH:13]=[CH:12][CH:11]=[CH:10][C:8]=2[NH2:9])[CH2:6][CH2:5][CH2:4][CH2:3][CH2:2]1.[CH3:14][O:15][C:16]1[CH:23]=[CH:22][C:19]([CH2:20]Br)=[CH:18][CH:17]=1.C(=O)([O-])[O-].[K+].[K+], predict the reaction product. The product is: [CH3:14][O:15][C:16]1[CH:23]=[CH:22][C:19]([CH2:20][NH:9][C:8]2[CH:10]=[CH:11][CH:12]=[CH:13][C:7]=2[N:1]2[CH2:6][CH2:5][CH2:4][CH2:3][CH2:2]2)=[CH:18][CH:17]=1. (6) Given the reactants [C:1]([O:5][C:6]([NH:8][C@@H:9]([CH2:14][C:15]1[CH:20]=[CH:19][C:18]([O:21][CH2:22][C:23]#[CH:24])=[CH:17][CH:16]=1)[C:10]([O:12][CH3:13])=[O:11])=[O:7])([CH3:4])(C)C.C(O)(C(F)(F)F)=O.C(ON1C(=O)CCC1=O)(OCC1[C:48]2[C:43](=[CH:44][CH:45]=[CH:46][CH:47]=2)[C:42]2[C:37]1=[CH:38][CH:39]=[CH:40][CH:41]=2)=O.Cl, predict the reaction product. The product is: [CH:47]1[C:48]2[CH:4]([CH2:1][O:5][C:6]([NH:8][C@@H:9]([CH2:14][C:15]3[CH:16]=[CH:17][C:18]([O:21][CH2:22][C:23]#[CH:24])=[CH:19][CH:20]=3)[C:10]([O:12][CH3:13])=[O:11])=[O:7])[C:37]3[C:42](=[CH:41][CH:40]=[CH:39][CH:38]=3)[C:43]=2[CH:44]=[CH:45][CH:46]=1. (7) The product is: [Cl:1][C:2]1[CH:7]=[CH:6][C:5]([C:8]2[S:9][C:10]3[C:11](=[O:17])[N:12]([C:19]4[CH:24]=[CH:23][C:22]([O:25][S:26]([C:29]5[CH:30]=[CH:31][C:32]([CH3:35])=[CH:33][CH:34]=5)(=[O:28])=[O:27])=[C:21]([O:36][CH3:37])[CH:20]=4)[CH2:13][CH2:14][C:15]=3[N:16]=2)=[CH:4][CH:3]=1. Given the reactants [Cl:1][C:2]1[CH:7]=[CH:6][C:5]([C:8]2[S:9][C:10]3[C:11](=[O:17])[NH:12][CH2:13][CH2:14][C:15]=3[N:16]=2)=[CH:4][CH:3]=1.Br[C:19]1[CH:24]=[CH:23][C:22]([O:25][S:26]([C:29]2[CH:34]=[CH:33][C:32]([CH3:35])=[CH:31][CH:30]=2)(=[O:28])=[O:27])=[C:21]([O:36][CH3:37])[CH:20]=1.C1(P(C2C=CC=CC=2)C2C3OC4C(=CC=CC=4P(C4C=CC=CC=4)C4C=CC=CC=4)C(C)(C)C=3C=CC=2)C=CC=CC=1.C([O-])([O-])=O.[Cs+].[Cs+], predict the reaction product.